From a dataset of Full USPTO retrosynthesis dataset with 1.9M reactions from patents (1976-2016). Predict the reactants needed to synthesize the given product. (1) Given the product [CH3:17][C:1]1[CH:2]=[CH:3][C:4]([C:7]2[C:12]([C:13]([F:16])([F:14])[F:15])=[CH:11][CH:10]=[CH:9][N:8]=2)=[CH:5][C:6]=1[N+:18]([O-:20])=[O:19], predict the reactants needed to synthesize it. The reactants are: [C:1]1([CH3:17])[CH:6]=[CH:5][C:4]([C:7]2[C:12]([C:13]([F:16])([F:15])[F:14])=[CH:11][CH:10]=[CH:9][N:8]=2)=[CH:3][CH:2]=1.[N+:18]([O-])([OH:20])=[O:19]. (2) The reactants are: C(O[B:5]1[O:9][C:8]([CH3:11])([CH3:10])[C:7]([CH3:13])([CH3:12])[O:6]1)(C)C.C([Li])CCC.[F:19][C:20]1[CH:21]=[C:22]2[C:27](=[C:28]([F:30])[CH:29]=1)[O:26][CH2:25][CH2:24][C:23]2([CH3:32])[OH:31]. Given the product [F:19][C:20]1[CH:21]=[C:22]2[C:27](=[C:28]([F:30])[C:29]=1[B:5]1[O:6][C:7]([CH3:12])([CH3:13])[C:8]([CH3:10])([CH3:11])[O:9]1)[O:26][CH2:25][CH2:24][C:23]2([CH3:32])[OH:31], predict the reactants needed to synthesize it. (3) Given the product [OH:1][C:2]1[C:11]2[C:6](=[CH:7][CH:8]=[CH:9][CH:10]=2)[N:5]=[C:4]([C:12]([O:14][CH2:17][C:18]2[CH:23]=[CH:22][CH:21]=[CH:20][CH:19]=2)=[O:13])[CH:3]=1, predict the reactants needed to synthesize it. The reactants are: [OH:1][C:2]1[C:11]2[C:6](=[CH:7][CH:8]=[CH:9][CH:10]=2)[N:5]=[C:4]([C:12]([OH:14])=[O:13])[CH:3]=1.[H-].[Na+].[CH2:17](Br)[C:18]1[CH:23]=[CH:22][CH:21]=[CH:20][CH:19]=1.O.